From a dataset of Peptide-MHC class II binding affinity with 134,281 pairs from IEDB. Regression. Given a peptide amino acid sequence and an MHC pseudo amino acid sequence, predict their binding affinity value. This is MHC class II binding data. The peptide sequence is RVIRGKKGAGGITIK. The MHC is DRB4_0101 with pseudo-sequence DRB4_0103. The binding affinity (normalized) is 0.232.